From a dataset of Peptide-MHC class I binding affinity with 185,985 pairs from IEDB/IMGT. Regression. Given a peptide amino acid sequence and an MHC pseudo amino acid sequence, predict their binding affinity value. This is MHC class I binding data. (1) The peptide sequence is GQMPRQTGGFF. The MHC is Mamu-A07 with pseudo-sequence Mamu-A07. The binding affinity (normalized) is 0. (2) The peptide sequence is FLFILLLCL. The MHC is HLA-A02:02 with pseudo-sequence HLA-A02:02. The binding affinity (normalized) is 0.181. (3) The peptide sequence is RPEFVKLTM. The MHC is HLA-B27:05 with pseudo-sequence HLA-B27:05. The binding affinity (normalized) is 0.213. (4) The peptide sequence is ETALAIIRR. The MHC is HLA-A26:01 with pseudo-sequence HLA-A26:01. The binding affinity (normalized) is 0.0847. (5) The peptide sequence is SSECQGEML. The MHC is HLA-A02:01 with pseudo-sequence HLA-A02:01. The binding affinity (normalized) is 0.0847. (6) The peptide sequence is FFCFAWYLK. The MHC is Patr-A0401 with pseudo-sequence Patr-A0401. The binding affinity (normalized) is 0.626. (7) The peptide sequence is KRWIILGLNK. The MHC is HLA-B18:01 with pseudo-sequence HLA-B18:01. The binding affinity (normalized) is 0. (8) The peptide sequence is FPLTQRDVL. The MHC is HLA-B51:01 with pseudo-sequence HLA-B51:01. The binding affinity (normalized) is 0.266. (9) The peptide sequence is RILQQLLFI. The MHC is HLA-A02:02 with pseudo-sequence HLA-A02:02. The binding affinity (normalized) is 0.138.